From a dataset of Reaction yield outcomes from USPTO patents with 853,638 reactions. Predict the reaction yield, written as a fraction of the theoretical maximum amount of product (1.0 means a 100% yield; for example, 0.34 means a 34% yield). (1) The reactants are F[C:2]1[CH:10]=[CH:9][C:8]([S:11]([CH3:14])(=[O:13])=[O:12])=[CH:7][C:3]=1[C:4]([OH:6])=[O:5].C(=O)([O-])[O-].[Cs+].[Cs+].[CH3:21][CH:22]([SH:24])[CH3:23].Cl. The catalyst is CN(C)C(=O)C. The product is [CH:22]([S:24][C:2]1[CH:10]=[CH:9][C:8]([S:11]([CH3:14])(=[O:13])=[O:12])=[CH:7][C:3]=1[C:4]([OH:6])=[O:5])([CH3:23])[CH3:21]. The yield is 0.990. (2) The reactants are [Br:1][C:2]1[CH:3]=[CH:4][C:5]([CH3:10])=[C:6]([CH:9]=1)[CH:7]=O.[BH4-].[Na+].O=S(Cl)[Cl:15]. The catalyst is C1COCC1.N1C=CC=CC=1. The product is [Br:1][C:2]1[CH:3]=[CH:4][C:5]([CH3:10])=[C:6]([CH2:7][Cl:15])[CH:9]=1. The yield is 0.840. (3) The reactants are [F:1][C:2]1[CH:3]=[C:4]2[C:9](=O)[O:8][C:6](=[O:7])[C:5]2=[CH:11][CH:12]=1.[NH2:13]C(N)=O. The catalyst is C1(C)C=CC=CC=1. The product is [F:1][C:2]1[CH:3]=[C:4]2[C:5](=[CH:11][CH:12]=1)[C:6](=[O:7])[NH:13][C:9]2=[O:8]. The yield is 1.00.